Dataset: Reaction yield outcomes from USPTO patents with 853,638 reactions. Task: Predict the reaction yield, written as a fraction of the theoretical maximum amount of product (1.0 means a 100% yield; for example, 0.34 means a 34% yield). The reactants are O[CH2:2][C:3]1[CH:4]=[C:5]2[C:10](=[CH:11][CH:12]=1)[N:9]=[C:8]([C:13]#[N:14])[CH:7]=[CH:6]2.O=S(Cl)[Cl:17]. No catalyst specified. The product is [Cl:17][CH2:2][C:3]1[CH:4]=[C:5]2[C:10](=[CH:11][CH:12]=1)[N:9]=[C:8]([C:13]#[N:14])[CH:7]=[CH:6]2. The yield is 0.910.